Dataset: Reaction yield outcomes from USPTO patents with 853,638 reactions. Task: Predict the reaction yield, written as a fraction of the theoretical maximum amount of product (1.0 means a 100% yield; for example, 0.34 means a 34% yield). (1) The reactants are C(O[C:6]([NH:8][C:9]1([C:12]2[NH:13][C:14]([C:22]3[CH:31]=[CH:30][CH:29]=[C:28]4[C:23]=3[N:24]=[C:25]([NH:33][CH:34]3[CH2:36][CH2:35]3)[C:26]([CH3:32])=[N:27]4)=[CH:15][C:16]=2C(OCC)=O)[CH2:11][CH2:10]1)=[O:7])(C)(C)C.O[Li].O.Cl.Cl.CN(C)CCCN=C=NCC.ON1C2C=CC=CC=2N=N1.CCN(C(C)C)C(C)C. The catalyst is O1CCOCC1.O.C(Cl)Cl. The product is [CH:34]1([NH:33][C:25]2[C:26]([CH3:32])=[N:27][C:28]3[C:23]([N:24]=2)=[C:22]([C:14]2[NH:13][C:12]4[C:9]5([CH2:11][CH2:10]5)[NH:8][C:6](=[O:7])[C:16]=4[CH:15]=2)[CH:31]=[CH:30][CH:29]=3)[CH2:36][CH2:35]1. The yield is 0.600. (2) The reactants are F[C:2]1[CH:7]=[C:6]([CH3:8])[CH:5]=[CH:4][C:3]=1[N+:9]([O-:11])=[O:10].[CH3:12][O:13][C:14]([C:16]1[NH:17][CH:18]=[C:19]([C:21]2[CH:26]=[CH:25][CH:24]=[CH:23][CH:22]=2)[CH:20]=1)=[O:15].C(=O)([O-])[O-].[Cs+].[Cs+]. The catalyst is CN(C)C=O.CCOC(C)=O. The product is [CH3:12][O:13][C:14]([C:16]1[N:17]([C:2]2[CH:7]=[C:6]([CH3:8])[CH:5]=[CH:4][C:3]=2[N+:9]([O-:11])=[O:10])[CH:18]=[C:19]([C:21]2[CH:26]=[CH:25][CH:24]=[CH:23][CH:22]=2)[CH:20]=1)=[O:15]. The yield is 0.780.